Dataset: Reaction yield outcomes from USPTO patents with 853,638 reactions. Task: Predict the reaction yield, written as a fraction of the theoretical maximum amount of product (1.0 means a 100% yield; for example, 0.34 means a 34% yield). (1) The reactants are Br[C:2]1[CH:7]=[CH:6][CH:5]=[C:4]([Br:8])[N:3]=1.ClCCl.[Br-].[CH:13]1([Zn+])[CH2:16][CH2:15][CH2:14]1. The catalyst is [Cu](I)I.C1C=CC(P(C2C=CC=CC=2)[C-]2C=CC=C2)=CC=1.C1C=CC(P(C2C=CC=CC=2)[C-]2C=CC=C2)=CC=1.Cl[Pd]Cl.[Fe+2].C1COCC1. The product is [Br:8][C:4]1[CH:5]=[CH:6][CH:7]=[C:2]([CH:13]2[CH2:16][CH2:15][CH2:14]2)[N:3]=1. The yield is 0.550. (2) The reactants are [C:1]([O:5][C:6](=[O:27])[C@H:7]([CH2:19][C:20]1[CH:25]=[CH:24][C:23]([OH:26])=[CH:22][CH:21]=1)[NH:8][C:9]1[C:13](OCC)=[N:12][S:11](=[O:18])(=[O:17])[N:10]=1)([CH3:4])([CH3:3])[CH3:2].C([O-])=O.[CH3:31][C:32]1[CH:33]=[C:34]([NH:38][C:39]([NH:41][CH2:42][CH2:43][NH2:44])=[O:40])[CH:35]=[CH:36][CH:37]=1.C(N(CC)CC)C. The catalyst is C(O)C. The product is [C:1]([O:5][C:6](=[O:27])[C@H:7]([CH2:19][C:20]1[CH:25]=[CH:24][C:23]([OH:26])=[CH:22][CH:21]=1)[NH:8][C:9]1[C:13]([NH:44][CH2:43][CH2:42][NH:41][C:39]([NH:38][C:34]2[CH:35]=[CH:36][CH:37]=[C:32]([CH3:31])[CH:33]=2)=[O:40])=[N:12][S:11](=[O:17])(=[O:18])[N:10]=1)([CH3:3])([CH3:4])[CH3:2]. The yield is 0.910. (3) The reactants are C1N=CN([C:6]([N:8]2C=N[CH:10]=[CH:9]2)=[O:7])C=1.NC1C=[C:18]([N+:20]([O-:22])=[O:21])[CH:17]=[CH:16][C:15]=1[OH:23]. The catalyst is CN(C=O)C. The product is [N+:20]([C:18]1[CH:17]=[CH:16][C:15]2[O:23][C:6](=[O:7])[NH:8][C:9]=2[CH:10]=1)([O-:22])=[O:21]. The yield is 0.800. (4) The reactants are [N+:1]([C:4]1[CH:5]=[CH:6][C:7]2[NH:12][C:11](=[O:13])[CH2:10][O:9][C:8]=2[CH:14]=1)([O-:3])=[O:2].Cl.Cl[CH2:17][CH2:18][CH:19]1[CH2:23][CH2:22][CH2:21][N:20]1[CH3:24].[Na+].[I-].C([O-])([O-])=O.[K+].[K+]. The catalyst is CN(C=O)C.O. The product is [CH3:24][N:20]1[CH2:21][CH2:22][CH2:23][CH:19]1[CH2:18][CH2:17][N:12]1[C:11](=[O:13])[CH2:10][O:9][C:8]2[CH:14]=[C:4]([N+:1]([O-:3])=[O:2])[CH:5]=[CH:6][C:7]1=2. The yield is 0.670.